From a dataset of Forward reaction prediction with 1.9M reactions from USPTO patents (1976-2016). Predict the product of the given reaction. (1) Given the reactants [CH3:1][S:2]([C:5]1[CH:27]=[CH:26][C:8]([O:9][C:10]2[CH:11]=[C:12]([OH:25])[CH:13]=[C:14]([B:16]3[O:20][C:19]([CH3:22])([CH3:21])[C:18]([CH3:24])([CH3:23])[O:17]3)[CH:15]=2)=[CH:7][CH:6]=1)(=[O:4])=[O:3].[CH3:28][O:29][CH2:30][C@H:31](O)[CH3:32].C1(P(C2C=CC=CC=2)C2C=CC=CC=2)C=CC=CC=1.N(C(OCC)=O)=NC(OCC)=O, predict the reaction product. The product is: [CH3:28][O:29][CH2:30][C@H:31]([CH3:32])[O:25][C:12]1[CH:13]=[C:14]([B:16]2[O:17][C:18]([CH3:23])([CH3:24])[C:19]([CH3:21])([CH3:22])[O:20]2)[CH:15]=[C:10]([O:9][C:8]2[CH:26]=[CH:27][C:5]([S:2]([CH3:1])(=[O:4])=[O:3])=[CH:6][CH:7]=2)[CH:11]=1. (2) Given the reactants [CH3:1][O:2][C:3]1[CH:12]=[C:11]2[C:6]([C:7]([Cl:13])=[CH:8][CH:9]=[N:10]2)=[CH:5][C:4]=1[C:14](Cl)=[O:15].O.[NH3:18].O, predict the reaction product. The product is: [CH3:1][O:2][C:3]1[CH:12]=[C:11]2[C:6]([C:7]([Cl:13])=[CH:8][CH:9]=[N:10]2)=[CH:5][C:4]=1[C:14]([NH2:18])=[O:15].